This data is from Reaction yield outcomes from USPTO patents with 853,638 reactions. The task is: Predict the reaction yield, written as a fraction of the theoretical maximum amount of product (1.0 means a 100% yield; for example, 0.34 means a 34% yield). (1) The reactants are [NH2:1][C:2]1[CH:7]=[CH:6][CH:5]=[CH:4][CH:3]=1.[CH3:8][C:9]([CH3:12])([O-])[CH3:10].[Na+].[CH:14]1(P([CH:14]2[CH2:19][CH2:18][CH2:17][CH2:16][CH2:15]2)C2C=CC=CC=2C2C=CC=CC=2N(C)C)[CH2:19][CH2:18][CH2:17][CH2:16][CH2:15]1.C1(C)C=CC=CC=1. The catalyst is C(=CC(C=CC1C=CC=CC=1)=O)C1C=CC=CC=1.[Pd].CCOCC. The product is [C:9]([C:5]1[CH:6]=[CH:7][C:2]([NH:1][C:14]2[CH:19]=[CH:18][CH:17]=[CH:16][CH:15]=2)=[CH:3][CH:4]=1)([CH3:12])([CH3:10])[CH3:8]. The yield is 0.860. (2) The reactants are Br[C:2]1[CH:3]=[C:4]([O:8][CH:9]([CH3:11])[CH3:10])[CH:5]=[N:6][CH:7]=1.[OH-].[NH4+:13]. The catalyst is CO.[Cu]Br. The product is [CH:9]([O:8][C:4]1[CH:3]=[C:2]([NH2:13])[CH:7]=[N:6][CH:5]=1)([CH3:11])[CH3:10]. The yield is 0.720. (3) The reactants are Br[C:2]1[CH:3]=[C:4]2[C:8](=[CH:9][CH:10]=1)[N:7]([CH2:11][C:12]1[CH:17]=[CH:16][C:15]([CH3:18])=[CH:14][CH:13]=1)[CH:6]=[CH:5]2.[C:19]1(B(O)O)[CH:24]=[CH:23][CH:22]=[CH:21][CH:20]=1.C(=O)([O-])[O-].[K+].[K+].C(Cl)Cl. The catalyst is O1CCOCC1.O.O. The product is [CH3:18][C:15]1[CH:16]=[CH:17][C:12]([CH2:11][N:7]2[C:8]3[C:4](=[CH:3][C:2]([C:19]4[CH:24]=[CH:23][CH:22]=[CH:21][CH:20]=4)=[CH:10][CH:9]=3)[CH:5]=[CH:6]2)=[CH:13][CH:14]=1. The yield is 0.490. (4) The reactants are N[C:2]1[S:3][C:4]([C:13]([O:15][CH2:16][CH3:17])=[O:14])=[C:5]([C:7]2[CH:12]=[CH:11][CH:10]=[CH:9][CH:8]=2)[N:6]=1.C(I)[I:19]. The catalyst is CC#N. The product is [I:19][C:2]1[S:3][C:4]([C:13]([O:15][CH2:16][CH3:17])=[O:14])=[C:5]([C:7]2[CH:12]=[CH:11][CH:10]=[CH:9][CH:8]=2)[N:6]=1. The yield is 0.570. (5) The reactants are C([O:8][C:9](=[O:25])[C:10]1[C:15]([Cl:16])=[CH:14][CH:13]=[C:12]([NH:17][S:18]([CH2:21][CH2:22][CH3:23])(=[O:20])=[O:19])[C:11]=1[F:24])C1C=CC=CC=1.[OH-].[K+].O.Cl. The catalyst is O1CCCC1. The product is [Cl:16][C:15]1[C:10]([C:9]([OH:25])=[O:8])=[C:11]([F:24])[C:12]([NH:17][S:18]([CH2:21][CH2:22][CH3:23])(=[O:19])=[O:20])=[CH:13][CH:14]=1. The yield is 0.858. (6) The reactants are [NH2:1][C:2]1[C:7]([NH2:8])=[CH:6][C:5](Br)=[CH:4][N:3]=1.[O:10]1[C:15]2[CH:16]=[CH:17][CH:18]=[CH:19][C:14]=2[O:13][CH2:12][CH:11]1[C:20](O)=O.CN(C(ON1[N:39]=[N:38][C:33]2[CH:34]=[CH:35]C=NC1=2)=[N+](C)C)C.F[P-](F)(F)(F)(F)F.CCN(C(C)C)C(C)C.C(N1C=C(B2OC(C)(C)C(C)(C)O2)C=N1)(OC(C)(C)C)=O.C([O-])([O-])=O.[Na+].[Na+]. The catalyst is CN(C=O)C.CCOC(C)=O.C1COCC1.O.C1C=CC([P]([Pd]([P](C2C=CC=CC=2)(C2C=CC=CC=2)C2C=CC=CC=2)([P](C2C=CC=CC=2)(C2C=CC=CC=2)C2C=CC=CC=2)[P](C2C=CC=CC=2)(C2C=CC=CC=2)C2C=CC=CC=2)(C2C=CC=CC=2)C2C=CC=CC=2)=CC=1. The product is [O:10]1[CH:11]([C:20]2[NH:1][C:2]3=[N:3][CH:4]=[C:5]([C:34]4[CH:33]=[N:38][NH:39][CH:35]=4)[CH:6]=[C:7]3[N:8]=2)[CH2:12][O:13][C:14]2[CH:19]=[CH:18][CH:17]=[CH:16][C:15]1=2. The yield is 0.320. (7) The reactants are [CH2:1]([C:4]1[C:12]([O:13][CH2:14][CH2:15][Si:16]([CH3:19])([CH3:18])[CH3:17])=[C:11]2[C:7]([CH2:8][O:9][C:10]2=[O:20])=[C:6]([CH3:21])[C:5]=1[CH2:22][CH3:23])[CH:2]=C.NC(N)=S.C[OH:29]. The catalyst is C(Cl)Cl.N1C=CC=CC=1. The product is [CH2:22]([C:5]1[C:6]([CH3:21])=[C:7]2[C:11]([C:10](=[O:20])[O:9][CH2:8]2)=[C:12]([O:13][CH2:14][CH2:15][Si:16]([CH3:18])([CH3:19])[CH3:17])[C:4]=1[CH2:1][CH:2]=[O:29])[CH3:23]. The yield is 0.690. (8) The reactants are [S:1]1[CH:5]=[CH:4][CH:3]=[C:2]1[C:6]1[CH:10]=[C:9]([CH2:11][CH2:12][CH:13]=O)[O:8][N:7]=1.[CH3:15][O:16][C:17]1[CH:22]=[CH:21][CH:20]=[CH:19][C:18]=1[N:23]1[CH2:28][CH2:27][NH:26][CH2:25][CH2:24]1.[BH-](OC(C)=O)(OC(C)=O)OC(C)=O.[Na+]. The catalyst is C(Cl)Cl. The product is [CH3:15][O:16][C:17]1[CH:22]=[CH:21][CH:20]=[CH:19][C:18]=1[N:23]1[CH2:28][CH2:27][N:26]([CH2:13][CH2:12][CH2:11][C:9]2[O:8][N:7]=[C:6]([C:2]3[S:1][CH:5]=[CH:4][CH:3]=3)[CH:10]=2)[CH2:25][CH2:24]1. The yield is 0.815. (9) The reactants are [Cl:1][C:2]1[N:10]=[CH:9][C:8]([F:11])=[CH:7][C:3]=1[C:4](O)=[O:5].C[N:13](C=O)C.C(Cl)(=O)C(Cl)=O. The catalyst is C(Cl)Cl. The product is [Cl:1][C:2]1[N:10]=[CH:9][C:8]([F:11])=[CH:7][C:3]=1[C:4]([NH2:13])=[O:5]. The yield is 0.890. (10) The reactants are [CH3:1][C:2]1[N:6](CC2C=CC=CC=2)[C:5]2[CH:14]=[C:15]([N:19]3[CH2:24][CH2:23][O:22][CH2:21][CH2:20]3)[CH:16]=[C:17](N)[C:4]=2[N:3]=1.N([O-])=O.[Na+].[Na+].[Br-:30].[OH-].[Na+]. The catalyst is Br.O. The product is [Br:30][C:17]1[C:4]2[N:3]=[C:2]([CH3:1])[NH:6][C:5]=2[CH:14]=[C:15]([N:19]2[CH2:24][CH2:23][O:22][CH2:21][CH2:20]2)[CH:16]=1. The yield is 0.580.